Dataset: NCI-60 drug combinations with 297,098 pairs across 59 cell lines. Task: Regression. Given two drug SMILES strings and cell line genomic features, predict the synergy score measuring deviation from expected non-interaction effect. (1) Drug 1: CCC1=C2CN3C(=CC4=C(C3=O)COC(=O)C4(CC)O)C2=NC5=C1C=C(C=C5)O. Drug 2: CS(=O)(=O)CCNCC1=CC=C(O1)C2=CC3=C(C=C2)N=CN=C3NC4=CC(=C(C=C4)OCC5=CC(=CC=C5)F)Cl. Cell line: UO-31. Synergy scores: CSS=26.2, Synergy_ZIP=-9.75, Synergy_Bliss=-2.71, Synergy_Loewe=-10.1, Synergy_HSA=1.41. (2) Drug 1: C1CN(P(=O)(OC1)NCCCl)CCCl. Drug 2: COCCOC1=C(C=C2C(=C1)C(=NC=N2)NC3=CC=CC(=C3)C#C)OCCOC.Cl. Cell line: HOP-92. Synergy scores: CSS=-1.60, Synergy_ZIP=1.64, Synergy_Bliss=3.34, Synergy_Loewe=-6.37, Synergy_HSA=-3.44.